From a dataset of Reaction yield outcomes from USPTO patents with 853,638 reactions. Predict the reaction yield, written as a fraction of the theoretical maximum amount of product (1.0 means a 100% yield; for example, 0.34 means a 34% yield). (1) The reactants are Cl.[F:2][C:3]1[CH:4]=[C:5]([C:8]2[O:12][N:11]=[C:10]([C@H:13]3[CH2:18][CH2:17][CH2:16][NH:15][CH2:14]3)[N:9]=2)[NH:6][CH:7]=1.[F:19][C:20]1[CH:25]=[CH:24][C:23]([C:26](O)=[O:27])=[CH:22][N:21]=1. No catalyst specified. The product is [F:19][C:20]1[N:21]=[CH:22][C:23]([C:26]([N:15]2[CH2:16][CH2:17][CH2:18][C@H:13]([C:10]3[N:9]=[C:8]([C:5]4[NH:6][CH:7]=[C:3]([F:2])[CH:4]=4)[O:12][N:11]=3)[CH2:14]2)=[O:27])=[CH:24][CH:25]=1. The yield is 0.0700. (2) The reactants are C[O:2][C:3]([C:5]1[CH:22]=[C:21]2[C:8]([S:9](=[O:25])(=[O:24])[NH:10][C:11]3[C:20]2=[CH:19][C:18]([Cl:23])=[C:17]2[C:12]=3[N:13]=[CH:14][CH:15]=[CH:16]2)=[CH:7][CH:6]=1)=[O:4].[Li+].[OH-].CO.O. The catalyst is C1COCC1. The product is [Cl:23][C:18]1[CH:19]=[C:20]2[C:11](=[C:12]3[C:17]=1[CH:16]=[CH:15][CH:14]=[N:13]3)[NH:10][S:9](=[O:25])(=[O:24])[C:8]1[C:21]2=[CH:22][C:5]([C:3]([OH:4])=[O:2])=[CH:6][CH:7]=1. The yield is 0.890.